Dataset: Full USPTO retrosynthesis dataset with 1.9M reactions from patents (1976-2016). Task: Predict the reactants needed to synthesize the given product. (1) Given the product [CH2:1]([O:8][C:9]1[CH:10]=[C:11]([CH:14]=[CH:15][C:16]=1[N+:17]([O-:19])=[O:18])[CH2:12][OH:13])[C:2]1[CH:3]=[CH:4][CH:5]=[CH:6][CH:7]=1, predict the reactants needed to synthesize it. The reactants are: [CH2:1]([O:8][C:9]1[CH:10]=[C:11]([CH:14]=[CH:15][C:16]=1[N+:17]([O-:19])=[O:18])[CH:12]=[O:13])[C:2]1[CH:7]=[CH:6][CH:5]=[CH:4][CH:3]=1.[BH4-].[Na+]. (2) The reactants are: [F:1][C:2]([F:42])([F:41])[C:3]1[CH:4]=[C:5]([C@H:13]2[O:17][C:16](=[O:18])[N:15]([CH2:19][C:20]3[CH:25]=[C:24]([O:26][C:27]([F:30])([F:29])[F:28])[CH:23]=[CH:22][C:21]=3[N:31]([CH2:38][CH3:39])[CH2:32][CH2:33][CH2:34][CH2:35][CH:36]=[O:37])[C@H:14]2[CH3:40])[CH:6]=[C:7]([C:9]([F:12])([F:11])[F:10])[CH:8]=1.CC(=CC)C.[O-:48]Cl=O.[Na+].Cl. Given the product [F:42][C:2]([F:1])([F:41])[C:3]1[CH:4]=[C:5]([C@H:13]2[O:17][C:16](=[O:18])[N:15]([CH2:19][C:20]3[CH:25]=[C:24]([O:26][C:27]([F:28])([F:29])[F:30])[CH:23]=[CH:22][C:21]=3[N:31]([CH2:38][CH3:39])[CH2:32][CH2:33][CH2:34][CH2:35][C:36]([OH:48])=[O:37])[C@H:14]2[CH3:40])[CH:6]=[C:7]([C:9]([F:11])([F:10])[F:12])[CH:8]=1, predict the reactants needed to synthesize it. (3) Given the product [CH3:6][O:7][C:8]([C:9]1[CH:14]=[CH:13][CH:12]=[C:11]2[O:15][CH2:2][C:3](=[O:4])[NH:16][C:10]=12)=[O:17], predict the reactants needed to synthesize it. The reactants are: Cl[CH2:2][C:3](Cl)=[O:4].[CH3:6][O:7][C:8](=[O:17])[C:9]1[CH:14]=[CH:13][CH:12]=[C:11]([OH:15])[C:10]=1[NH2:16].C([O-])([O-])=O.[K+].[K+]. (4) Given the product [F:1][C:2]1[CH:3]=[C:4]([NH:10][C:11]2[C:16]([C:17]3[N:22]=[C:21]([CH3:23])[N:20]=[C:19]([NH2:24])[N:18]=3)=[CH:15][C:14]([CH2:43][N:44]3[CH2:49][CH2:48][N:47]([S:50]([CH3:53])(=[O:52])=[O:51])[CH2:46][C@@H:45]3[CH3:54])=[CH:13][N:12]=2)[CH:5]=[N:6][C:7]=1[O:8][CH3:9], predict the reactants needed to synthesize it. The reactants are: [F:1][C:2]1[CH:3]=[C:4]([NH:10][C:11]2[C:16]([C:17]3[N:22]=[C:21]([CH3:23])[N:20]=[C:19]([N:24](CC4C=CC(OC)=CC=4)CC4C=CC(OC)=CC=4)[N:18]=3)=[CH:15][C:14]([CH2:43][N:44]3[CH2:49][CH2:48][N:47]([S:50]([CH3:53])(=[O:52])=[O:51])[CH2:46][C@@H:45]3[CH3:54])=[CH:13][N:12]=2)[CH:5]=[N:6][C:7]=1[O:8][CH3:9].FC(F)(F)S(O)(=O)=O. (5) Given the product [F:1][C:2]1[CH:7]=[CH:6][CH:5]=[CH:4][C:3]=1[C:8]1[N:9]=[C:10]([CH:13]2[CH2:18][CH2:17][NH:16][CH2:15][CH2:14]2)[S:11][CH:12]=1, predict the reactants needed to synthesize it. The reactants are: [F:1][C:2]1[CH:7]=[CH:6][CH:5]=[CH:4][C:3]=1[C:8]1[N:9]=[C:10]([CH:13]2[CH2:18][CH2:17][N:16](C(OC(C)(C)C)=O)[CH2:15][CH2:14]2)[S:11][CH:12]=1.Cl. (6) Given the product [CH2:10]([O:17][C:18]1[CH:19]=[CH:20][C:21]([CH2:22][CH:1]([C:2]2[CH:7]=[CH:6][CH:5]=[CH:4][CH:3]=2)[C:8]#[N:9])=[CH:24][CH:25]=1)[C:11]1[CH:12]=[CH:13][CH:14]=[CH:15][CH:16]=1, predict the reactants needed to synthesize it. The reactants are: [CH2:1]([C:8]#[N:9])[C:2]1[CH:7]=[CH:6][CH:5]=[CH:4][CH:3]=1.[CH2:10]([O:17][C:18]1[CH:25]=[CH:24][C:21]([CH2:22]Br)=[CH:20][CH:19]=1)[C:11]1[CH:16]=[CH:15][CH:14]=[CH:13][CH:12]=1. (7) Given the product [C:18]([O:10][CH2:9][CH2:8][CH2:7][C:1]1[CH:6]=[CH:5][CH:4]=[CH:3][CH:2]=1)(=[O:20])[CH:16]=[CH2:17], predict the reactants needed to synthesize it. The reactants are: [C:1]1([CH2:7][CH2:8][CH2:9][OH:10])[CH:6]=[CH:5][CH:4]=[CH:3][CH:2]=1.C(N([CH2:16][CH3:17])CC)C.[C:18](OCC)(=[O:20])C. (8) Given the product [F:16][C:17]1[CH:22]=[CH:21][C:20]([C:13]([C:10]2[CH:11]=[N:12][C:7]([N:1]3[CH2:2][CH2:3][NH:4][CH2:5][CH2:6]3)=[N:8][CH:9]=2)([OH:15])[CH3:14])=[CH:19][CH:18]=1, predict the reactants needed to synthesize it. The reactants are: [N:1]1([C:7]2[N:12]=[CH:11][C:10]([C:13](=[O:15])[CH3:14])=[CH:9][N:8]=2)[CH2:6][CH2:5][NH:4][CH2:3][CH2:2]1.[F:16][C:17]1[CH:22]=[CH:21][C:20]([Mg]Br)=[CH:19][CH:18]=1.